The task is: Predict the product of the given reaction.. This data is from Forward reaction prediction with 1.9M reactions from USPTO patents (1976-2016). (1) Given the reactants CC(N[C:10]([C:12]1[CH:17]=[CH:16][C:15]([N:18]2[CH2:21][C:20]([F:23])([F:22])[CH2:19]2)=[C:14]([O:24][CH2:25][CH:26]2[CH2:28][CH2:27]2)[N:13]=1)=[O:11])(C1SC=CN=1)C.[F:29][C:30]([F:36])([F:35])[C:31]1([NH2:34])[CH2:33][CH2:32]1, predict the reaction product. The product is: [F:29][C:30]([F:36])([F:35])[C:31]1([NH:34][C:10]([C:12]2[CH:17]=[CH:16][C:15]([N:18]3[CH2:21][C:20]([F:23])([F:22])[CH2:19]3)=[C:14]([O:24][CH2:25][CH:26]3[CH2:28][CH2:27]3)[N:13]=2)=[O:11])[CH2:33][CH2:32]1. (2) The product is: [CH3:18][O:19][C:20]1[CH:21]=[C:22]2[C:26](=[CH:27][CH:28]=1)[N:25]([NH:29][C:15]([C:11]1[C:12]([CH3:14])=[N:13][C:8]([C:4]3[CH:5]=[CH:6][CH:7]=[C:2]([F:1])[CH:3]=3)=[N:9][CH:10]=1)=[O:17])[C:24]([CH3:30])=[CH:23]2. Given the reactants [F:1][C:2]1[CH:3]=[C:4]([C:8]2[N:13]=[C:12]([CH3:14])[C:11]([C:15]([OH:17])=O)=[CH:10][N:9]=2)[CH:5]=[CH:6][CH:7]=1.[CH3:18][O:19][C:20]1[CH:21]=[C:22]2[C:26](=[CH:27][CH:28]=1)[N:25]([NH2:29])[C:24]([CH3:30])=[CH:23]2.C[N+]1(C2N=C(OC)N=C(OC)N=2)CCOCC1.[Cl-], predict the reaction product. (3) Given the reactants [NH:1]1[C:9]2[C:4](=[N:5][CH:6]=[CH:7][C:8]=2[C:10]([OH:12])=[O:11])[CH:3]=[CH:2]1.C1C(=O)N([Cl:20])C(=O)C1, predict the reaction product. The product is: [Cl:20][C:3]1[C:4]2=[N:5][CH:6]=[CH:7][C:8]([C:10]([OH:12])=[O:11])=[C:9]2[NH:1][CH:2]=1. (4) Given the reactants [CH3:1][O:2][C:3](=[O:11])[C@@H:4]1[C@H:9]([OH:10])[CH2:8][CH2:7][CH2:6][NH:5]1.[CH3:12][C:13]([O:16][C:17](O[C:17]([O:16][C:13]([CH3:15])([CH3:14])[CH3:12])=[O:18])=[O:18])([CH3:15])[CH3:14], predict the reaction product. The product is: [CH3:1][O:2][C:3](=[O:11])[C@@H:4]1[C@H:9]([OH:10])[CH2:8][CH2:7][CH2:6][N:5]1[C:17]([O:16][C:13]([CH3:15])([CH3:14])[CH3:12])=[O:18].